Dataset: Full USPTO retrosynthesis dataset with 1.9M reactions from patents (1976-2016). Task: Predict the reactants needed to synthesize the given product. (1) Given the product [C:1]([O:5][C:6]([N:8]1[CH2:12][CH2:11][C@@H:10]([C:13]2[NH:16][C:22](=[O:23])[O:15][N:14]=2)[CH2:9]1)=[O:7])([CH3:4])([CH3:2])[CH3:3], predict the reactants needed to synthesize it. The reactants are: [C:1]([O:5][C:6]([N:8]1[CH2:12][CH2:11][C@@H:10]([C:13](=[NH:16])[NH:14][OH:15])[CH2:9]1)=[O:7])([CH3:4])([CH3:3])[CH3:2].C1N=CN([C:22](N2C=NC=C2)=[O:23])C=1.Cl. (2) Given the product [OH:5][C:4]1[C:3]([C:2]([F:1])([F:16])[F:17])=[CH:15][CH:14]=[CH:13][C:12]=1[CH:28]=[O:29], predict the reactants needed to synthesize it. The reactants are: [F:1][C:2]([F:17])([F:16])[C:3]1[CH:15]=[CH:14][CH:13]=[CH:12][C:4]=1[O:5]C1CCCCO1.CN(C)CCN(C)C.CN(C)[CH:28]=[O:29].O. (3) Given the product [Br:12][C:13]1[CH:18]=[C:17]([N:1]2[CH2:6][CH2:5][CH:4]([C:7]([O:9][CH2:10][CH3:11])=[O:8])[CH2:3][CH2:2]2)[CH:16]=[CH:15][CH:14]=1, predict the reactants needed to synthesize it. The reactants are: [NH:1]1[CH2:6][CH2:5][CH:4]([C:7]([O:9][CH2:10][CH3:11])=[O:8])[CH2:3][CH2:2]1.[Br:12][C:13]1[CH:14]=[C:15](B(O)O)[CH:16]=[CH:17][CH:18]=1.C(N(CC)CC)C. (4) Given the product [C:33]1([Si:20]([C:21]2[CH:22]=[CH:23][CH:24]=[CH:25][CH:26]=2)([C:27]2[CH:32]=[CH:31][CH:30]=[CH:29][CH:28]=2)[C:2]2[CH:7]=[CH:6][C:5]([C:8]3[CH:13]=[CH:12][CH:11]=[CH:10][N:9]=3)=[CH:4][CH:3]=2)[CH:34]=[CH:35][CH:36]=[CH:37][CH:38]=1, predict the reactants needed to synthesize it. The reactants are: Br[C:2]1[CH:7]=[CH:6][C:5]([C:8]2[CH:13]=[CH:12][CH:11]=[CH:10][N:9]=2)=[CH:4][CH:3]=1.C([Li])CCC.Cl[Si:20]([C:33]1[CH:38]=[CH:37][CH:36]=[CH:35][CH:34]=1)([C:27]1[CH:32]=[CH:31][CH:30]=[CH:29][CH:28]=1)[C:21]1[CH:26]=[CH:25][CH:24]=[CH:23][CH:22]=1. (5) Given the product [Cl:1][C:2]1[CH:30]=[CH:29][C:5]2[N:6]=[C:7]([N:9]3[CH2:14][CH2:13][CH:12]([CH2:15][CH2:16][O:17][C:18]4[CH:19]=[C:20]([CH:26]=[CH:27][CH:28]=4)[C:21]([OH:23])=[O:22])[CH2:11][CH2:10]3)[S:8][C:4]=2[CH:3]=1, predict the reactants needed to synthesize it. The reactants are: [Cl:1][C:2]1[CH:30]=[CH:29][C:5]2[N:6]=[C:7]([N:9]3[CH2:14][CH2:13][CH:12]([CH2:15][CH2:16][O:17][C:18]4[CH:19]=[C:20]([CH:26]=[CH:27][CH:28]=4)[C:21]([O:23]CC)=[O:22])[CH2:11][CH2:10]3)[S:8][C:4]=2[CH:3]=1.[OH-].[Na+].CO.Cl. (6) Given the product [CH:1]1([C:4]([N:6]2[CH2:10][CH2:9][C@@H:8]([CH2:11][NH:12][C:13]3[C:14]([NH2:20])=[CH:15][CH:16]=[C:17]([F:19])[CH:18]=3)[CH2:7]2)=[O:5])[CH2:3][CH2:2]1, predict the reactants needed to synthesize it. The reactants are: [CH:1]1([C:4]([N:6]2[CH2:10][CH2:9][C@@H:8]([CH2:11][NH:12][C:13]3[CH:18]=[C:17]([F:19])[CH:16]=[CH:15][C:14]=3[N+:20]([O-])=O)[CH2:7]2)=[O:5])[CH2:3][CH2:2]1.[H][H]. (7) Given the product [Cl:9][C:10]1[CH:17]=[CH:16][C:13]([CH2:14][N:6]2[CH:7]=[C:2]([Br:1])[CH:3]=[CH:4][C:5]2=[O:8])=[CH:12][CH:11]=1, predict the reactants needed to synthesize it. The reactants are: [Br:1][C:2]1[CH:3]=[CH:4][C:5](=[O:8])[NH:6][CH:7]=1.[Cl:9][C:10]1[CH:17]=[CH:16][C:13]([CH2:14]Br)=[CH:12][CH:11]=1. (8) Given the product [Br:1][C:2]1[CH:14]=[CH:13][C:12]([C:15]([NH2:17])=[O:16])=[C:11]2[C:3]=1[C:4]1[CH2:5][CH2:6][CH:7]([CH:18]=[O:19])[CH2:8][C:9]=1[NH:10]2, predict the reactants needed to synthesize it. The reactants are: [Br:1][C:2]1[CH:14]=[CH:13][C:12]([C:15]([NH2:17])=[O:16])=[C:11]2[C:3]=1[C:4]1[CH2:5][CH2:6][CH:7]([C:18](N(OC)C)=[O:19])[CH2:8][C:9]=1[NH:10]2.[H-].[Al+3].[Li+].[H-].[H-].[H-].Cl. (9) Given the product [CH2:17]([N:10]1[CH2:11][C:12](=[O:13])[N:8]([C:4]2[CH:5]=[CH:6][CH:7]=[C:2]([I:1])[CH:3]=2)[C:9]1=[O:14])[C:18]1[CH:23]=[CH:22][CH:21]=[CH:20][CH:19]=1, predict the reactants needed to synthesize it. The reactants are: [I:1][C:2]1[CH:3]=[C:4]([N:8]2[C:12](=[O:13])[CH2:11][NH:10][C:9]2=[O:14])[CH:5]=[CH:6][CH:7]=1.[H-].[Na+].[CH2:17](Cl)[C:18]1[CH:23]=[CH:22][CH:21]=[CH:20][CH:19]=1.Cl.